From a dataset of Reaction yield outcomes from USPTO patents with 853,638 reactions. Predict the reaction yield, written as a fraction of the theoretical maximum amount of product (1.0 means a 100% yield; for example, 0.34 means a 34% yield). (1) The reactants are [O:1]1[C:5]2([CH2:10][CH2:9][CH:8]([C:11]#[N:12])[CH2:7][CH2:6]2)[O:4][CH2:3][CH2:2]1.[CH3:13][Si]([N-][Si](C)(C)C)(C)C.[Li+].IC.Cl.[OH-].[Na+]. The catalyst is C1COCC1. The product is [CH3:13][C:8]1([C:11]#[N:12])[CH2:9][CH2:10][C:5]2([O:4][CH2:3][CH2:2][O:1]2)[CH2:6][CH2:7]1. The yield is 0.850. (2) The reactants are [CH3:1][N:2]([CH3:20])[C:3]([C:5]1[N:14]([CH:15]2[CH2:19][CH2:18][CH2:17][CH2:16]2)[C:8]2[N:9]=[C:10](Cl)[N:11]=[CH:12][C:7]=2[CH:6]=1)=[O:4].[N:21]1[CH:26]=[CH:25][CH:24]=[CH:23][C:22]=1[NH2:27]. No catalyst specified. The product is [CH3:1][N:2]([CH3:20])[C:3]([C:5]1[N:14]([CH:15]2[CH2:19][CH2:18][CH2:17][CH2:16]2)[C:8]2[N:9]=[C:10]([NH:27][C:22]3[CH:23]=[CH:24][CH:25]=[CH:26][N:21]=3)[N:11]=[CH:12][C:7]=2[CH:6]=1)=[O:4]. The yield is 0.840.